Task: Predict the product of the given reaction.. Dataset: Forward reaction prediction with 1.9M reactions from USPTO patents (1976-2016) (1) Given the reactants [O:1]=[S:2]1(=[O:20])[N:7]([C:8]2[CH:13]=[CH:12][CH:11]=[CH:10][CH:9]=2)[CH2:6][CH2:5][CH2:4][N:3]1[CH2:14][C:15]([O:17]CC)=[O:16].[Li+].[OH-], predict the reaction product. The product is: [O:20]=[S:2]1(=[O:1])[N:7]([C:8]2[CH:13]=[CH:12][CH:11]=[CH:10][CH:9]=2)[CH2:6][CH2:5][CH2:4][N:3]1[CH2:14][C:15]([OH:17])=[O:16]. (2) Given the reactants [CH2:1]([O:3][CH:4]([O:21][CH2:22][CH3:23])[CH2:5][CH:6]([C:10]1[CH:15]=[CH:14][CH:13]=[CH:12][C:11]=1OC(F)(F)F)[C:7](=[O:9])[CH3:8])[CH3:2].C1(CC(C)=O)C=CC=CC=1.FC(F)(F)OC1C=CC=CC=1CC(=O)C, predict the reaction product. The product is: [CH2:22]([O:21][CH:4]([O:3][CH2:1][CH3:2])[CH2:5][CH:6]([C:10]1[CH:15]=[CH:14][CH:13]=[CH:12][CH:11]=1)[C:7](=[O:9])[CH3:8])[CH3:23]. (3) Given the reactants [CH3:1][O:2][C:3]1[CH:15]=[C:14]([CH3:16])[CH:13]=[CH:12][C:4]=1[C:5]([NH:7][S:8]([CH3:11])(=[O:10])=[O:9])=[O:6].C1C(=O)N([Br:24])C(=O)C1, predict the reaction product. The product is: [CH3:1][O:2][C:3]1[CH:15]=[C:14]([CH2:16][Br:24])[CH:13]=[CH:12][C:4]=1[C:5]([NH:7][S:8]([CH3:11])(=[O:9])=[O:10])=[O:6]. (4) Given the reactants Cl[C:2]1[C:3]2[CH:10]=[CH:9][N:8](S(C3C=CC(C)=CC=3)(=O)=O)[C:4]=2[N:5]=[CH:6][N:7]=1.[Cl:21][C:22]1[CH:23]=[C:24](B(O)O)[CH:25]=[CH:26][C:27]=1[CH3:28].C(=O)([O-])[O-].[K+].[K+].COCCOC, predict the reaction product. The product is: [Cl:21][C:22]1[CH:23]=[C:24]([C:2]2[C:3]3[CH:10]=[CH:9][NH:8][C:4]=3[N:5]=[CH:6][N:7]=2)[CH:25]=[CH:26][C:27]=1[CH3:28]. (5) Given the reactants Br[CH2:2][C:3]1[CH:8]=[CH:7][CH:6]=[CH:5][C:4]=1/[C:9](=[CH:14]\[O:15][CH3:16])/[C:10]([O:12][CH3:13])=[O:11].[OH:17][C:18]1[CH:19]=[C:20]([CH:23]=[CH:24][CH:25]=1)[CH:21]=[O:22].C(=O)([O-])[O-].[K+].[K+].O, predict the reaction product. The product is: [CH:21]([C:20]1[CH:19]=[C:18]([CH:25]=[CH:24][CH:23]=1)[O:17][CH2:2][C:3]1[CH:8]=[CH:7][CH:6]=[CH:5][C:4]=1/[C:9](=[CH:14]\[O:15][CH3:16])/[C:10]([O:12][CH3:13])=[O:11])=[O:22]. (6) Given the reactants [CH2:1]([O:3][C:4]1([CH3:11])[O:9][CH2:8][C:7](=[O:10])[CH2:6][O:5]1)[CH3:2].[CH:12]1[C:24]2[N:23]([C:25]3[CH:32]=[CH:31][C:28]([CH:29]=O)=[CH:27][CH:26]=3)[C:22]3[C:17](=[CH:18][CH:19]=[CH:20][CH:21]=3)[C:16]=2[CH:15]=[CH:14][CH:13]=1, predict the reaction product. The product is: [CH:12]1[C:24]2[N:23]([C:25]3[CH:32]=[CH:31][C:28](/[CH:29]=[C:6]4\[O:5][C:4]([O:3][CH2:1][CH3:2])([CH3:11])[O:9]/[C:8](=[CH:29]\[C:28]5[CH:27]=[CH:26][C:25]([N:23]6[C:24]7[CH:12]=[CH:13][CH:14]=[CH:15][C:16]=7[C:17]7[C:22]6=[CH:21][CH:20]=[CH:19][CH:18]=7)=[CH:32][CH:31]=5)/[C:7]\4=[O:10])=[CH:27][CH:26]=3)[C:22]3[C:17](=[CH:18][CH:19]=[CH:20][CH:21]=3)[C:16]=2[CH:15]=[CH:14][CH:13]=1. (7) Given the reactants [CH2:1]([O:8][C:9]1[C:16]([O:17][CH3:18])=[CH:15][C:12]([CH:13]=[O:14])=[C:11]([OH:19])[CH:10]=1)[C:2]1[CH:7]=[CH:6][CH:5]=[CH:4][CH:3]=1.Br[CH2:21][C:22]([O:24][CH2:25][CH3:26])=[O:23].N12CCCN=C1CCCCC2.O, predict the reaction product. The product is: [CH2:25]([O:24][C:22](=[O:23])[CH2:21][O:19][C:11]1[CH:10]=[C:9]([O:8][CH2:1][C:2]2[CH:3]=[CH:4][CH:5]=[CH:6][CH:7]=2)[C:16]([O:17][CH3:18])=[CH:15][C:12]=1[CH:13]=[O:14])[CH3:26]. (8) Given the reactants [CH:1]1([C:4]2[CH:5]=[CH:6][C:7]([C:15]([OH:17])=O)=[N:8][C:9]=2[O:10][CH2:11][CH:12]2[CH2:14][CH2:13]2)[CH2:3][CH2:2]1.Cl.[NH2:19][CH:20]([CH:25]1[CH2:30][CH2:29][CH2:28][CH2:27][CH2:26]1)[CH2:21][C:22]([NH2:24])=[O:23], predict the reaction product. The product is: [C:22]([CH2:21][CH:20]([NH:19][C:15]([C:7]1[CH:6]=[CH:5][C:4]([CH:1]2[CH2:2][CH2:3]2)=[C:9]([O:10][CH2:11][CH:12]2[CH2:13][CH2:14]2)[N:8]=1)=[O:17])[CH:25]1[CH2:30][CH2:29][CH2:28][CH2:27][CH2:26]1)(=[O:23])[NH2:24]. (9) The product is: [F:65][C:34]([F:33])([F:66])[C:35]1[CH:36]=[C:37]([CH:62]=[CH:63][CH:64]=1)[CH2:38][NH:39][C:40]([C:41]1[CH:46]=[CH:45][N:44]=[C:43]([C:47]2[CH:52]=[C:51]([N:53]([CH2:54][CH2:55][CH3:56])[CH2:57][CH2:58][CH3:59])[CH:50]=[CH:49][C:48]=2[NH:60][C:14]([C:13]2[CH:12]=[C:11]([CH:19]=[CH:18][CH:17]=2)[CH2:10][S:9][CH2:8][CH2:7][C:6]([O:5][C:1]([CH3:2])([CH3:3])[CH3:4])=[O:20])=[O:16])[CH:42]=1)=[O:61]. Given the reactants [C:1]([O:5][C:6](=[O:20])[CH2:7][CH2:8][S:9][CH2:10][C:11]1[CH:12]=[C:13]([CH:17]=[CH:18][CH:19]=1)[C:14]([OH:16])=O)([CH3:4])([CH3:3])[CH3:2].CCN=C=NCCCN(C)C.Cl.[F:33][C:34]([F:66])([F:65])[C:35]1[CH:36]=[C:37]([CH:62]=[CH:63][CH:64]=1)[CH2:38][NH:39][C:40](=[O:61])[C:41]1[CH:46]=[CH:45][N:44]=[C:43]([C:47]2[CH:52]=[C:51]([N:53]([CH2:57][CH2:58][CH3:59])[CH2:54][CH2:55][CH3:56])[CH:50]=[CH:49][C:48]=2[NH2:60])[CH:42]=1, predict the reaction product.